This data is from Forward reaction prediction with 1.9M reactions from USPTO patents (1976-2016). The task is: Predict the product of the given reaction. (1) Given the reactants O=[C:2]1[C:6]2[NH:7][C:8]([C:10]([O:12][CH2:13][CH3:14])=[O:11])=[CH:9][C:5]=2[CH2:4][CH2:3]1.[Cl:15][C:16]1[CH:17]=[C:18]([CH:22]=[C:23]([F:25])[CH:24]=1)[CH2:19][Mg]Cl, predict the reaction product. The product is: [Cl:15][C:16]1[CH:17]=[C:18]([CH:22]=[C:23]([F:25])[CH:24]=1)[CH2:19][CH:2]1[C:6]2[NH:7][C:8]([C:10]([O:12][CH2:13][CH3:14])=[O:11])=[CH:9][C:5]=2[CH2:4][CH2:3]1. (2) Given the reactants C(NC(C)C)(C)C.[Li]CCCC.[Br:13][C:14]1[CH:19]=[CH:18][C:17]([F:20])=[CH:16][CH:15]=1.[F:21][CH:22]([F:28])[C:23](OCC)=[O:24], predict the reaction product. The product is: [Br:13][C:14]1[CH:19]=[CH:18][C:17]([F:20])=[C:16]([C:23](=[O:24])[CH:22]([F:28])[F:21])[CH:15]=1. (3) Given the reactants [C:1]([C:5]1[CH:16]=[CH:15][C:14]2[C:13]3[CH:12]=[C:11]([CH3:17])[S:10][C:9]=3[C:8](=O)[C:7]=2[CH:6]=1)([CH3:4])([CH3:3])[CH3:2].O.NN.[OH-].[K+], predict the reaction product. The product is: [C:1]([C:5]1[CH:16]=[CH:15][C:14]2[C:13]3[CH:12]=[C:11]([CH3:17])[S:10][C:9]=3[CH2:8][C:7]=2[CH:6]=1)([CH3:4])([CH3:3])[CH3:2]. (4) The product is: [Cl:1][C:2]1[CH:3]=[CH:4][C:5]([N:8]([CH2:40][CH3:41])[C:9]([CH:11]2[C:20]3[C:15](=[CH:16][CH:17]=[CH:18][CH:19]=3)[N:14]([C:21]([C:23]3[CH:24]=[CH:25][C:26]([CH2:29][CH2:30][CH2:31][C:32]([CH3:37])([CH3:38])[C:33]([OH:35])=[O:34])=[CH:27][CH:28]=3)=[O:22])[CH:13]([CH3:39])[CH2:12]2)=[O:10])=[CH:6][CH:7]=1. Given the reactants [Cl:1][C:2]1[CH:7]=[CH:6][C:5]([N:8]([CH2:40][CH3:41])[C:9]([C@@H:11]2[C:20]3[C:15](=[CH:16][CH:17]=[CH:18][CH:19]=3)[N:14]([C:21]([C:23]3[CH:28]=[CH:27][C:26]([CH2:29][CH2:30][CH2:31][C:32]([CH3:38])([CH3:37])[C:33]([O:35]C)=[O:34])=[CH:25][CH:24]=3)=[O:22])[C@@H:13]([CH3:39])[CH2:12]2)=[O:10])=[CH:4][CH:3]=1.C1COCC1.CO.[OH-].[Na+], predict the reaction product. (5) Given the reactants Br[C:2]1[C:3]([C:16]2[CH:21]=[CH:20][CH:19]=[CH:18][CH:17]=2)=[N:4][C:5]2[C:10]([N:11]=1)=[CH:9][C:8]([C:12]([O:14]C)=[O:13])=[CH:7][CH:6]=2.[CH2:22]([C:24]1[CH:29]=[CH:28][C:27](B(O)O)=[CH:26][CH:25]=1)[CH3:23], predict the reaction product. The product is: [CH2:22]([C:24]1[CH:29]=[CH:28][C:27]([C:2]2[C:3]([C:16]3[CH:21]=[CH:20][CH:19]=[CH:18][CH:17]=3)=[N:4][C:5]3[C:10]([N:11]=2)=[CH:9][C:8]([C:12]([OH:14])=[O:13])=[CH:7][CH:6]=3)=[CH:26][CH:25]=1)[CH3:23]. (6) The product is: [N:3]1[CH:4]=[CH:5][CH:6]=[CH:7][C:2]=1[NH:1][CH2:10][CH2:9][C:8]([O:12][CH2:13][CH3:14])=[O:11]. Given the reactants [NH2:1][C:2]1[CH:7]=[CH:6][CH:5]=[CH:4][N:3]=1.[C:8]([O:12][CH2:13][CH3:14])(=[O:11])[CH:9]=[CH2:10], predict the reaction product. (7) The product is: [CH3:6][C:7]1[C:12]([O:13][C:14]2[C:15]([C:27]([NH2:28])=[O:30])=[N:16][CH:17]=[C:18]([S:20][C:21]3[CH:26]=[CH:25][CH:24]=[CH:23][N:22]=3)[CH:19]=2)=[C:11]([CH3:29])[CH:10]=[CH:9][N:8]=1. Given the reactants S(=O)(=O)(O)O.[CH3:6][C:7]1[C:12]([O:13][C:14]2[C:15]([C:27]#[N:28])=[N:16][CH:17]=[C:18]([S:20][C:21]3[CH:26]=[CH:25][CH:24]=[CH:23][N:22]=3)[CH:19]=2)=[C:11]([CH3:29])[CH:10]=[CH:9][N:8]=1.[OH-:30].[Na+], predict the reaction product.